Dataset: Full USPTO retrosynthesis dataset with 1.9M reactions from patents (1976-2016). Task: Predict the reactants needed to synthesize the given product. (1) Given the product [NH2:11][CH:5]([C:4]1[CH:3]=[C:2]([F:1])[CH:9]=[C:8]([F:10])[CH:7]=1)[C:16]#[N:17], predict the reactants needed to synthesize it. The reactants are: [F:1][C:2]1[CH:3]=[C:4]([CH:7]=[C:8]([F:10])[CH:9]=1)[CH:5]=O.[NH3:11].C[Si]([C:16]#[N:17])(C)C.CCCCCC.CCOC(C)=O. (2) Given the product [Br:1][C:2]1[N:7]=[CH:6][C:5]([NH:8][C:10]2[CH:18]=[CH:17][C:16]([Cl:19])=[CH:15][C:11]=2[C:12]([OH:14])=[O:13])=[CH:4][CH:3]=1, predict the reactants needed to synthesize it. The reactants are: [Br:1][C:2]1[N:7]=[CH:6][C:5]([NH2:8])=[CH:4][CH:3]=1.Cl[C:10]1[CH:18]=[CH:17][C:16]([Cl:19])=[CH:15][C:11]=1[C:12]([OH:14])=[O:13].O. (3) Given the product [F:1][C:2]([F:7])([F:6])[C:3]([OH:5])=[O:4].[F:8][C:9]([F:14])([F:13])[C:10]([OH:12])=[O:11].[Cl:54][C:38]1[CH:39]=[N:40][C:41]2[NH:42][C:43]3[CH:44]=[CH:45][CH:46]=[C:47]([CH:52]=3)[CH2:48][CH2:49][C:50]3[CH:51]=[C:35]([NH:36][C:37]=1[N:53]=2)[CH:34]=[CH:33][C:32]=3[NH:31][C:29](=[O:30])[CH2:28][N:25]1[CH2:26][CH2:27][N:22]([C:20]([C:58]2[CH:57]=[C:56]([CH3:55])[O:60][N:59]=2)=[O:21])[CH2:23][CH2:24]1, predict the reactants needed to synthesize it. The reactants are: [F:1][C:2]([F:7])([F:6])[C:3]([OH:5])=[O:4].[F:8][C:9]([F:14])([F:13])[C:10]([OH:12])=[O:11].C(O[C:20]([N:22]1[CH2:27][CH2:26][N:25]([CH2:28][C:29]([NH:31][C:32]2[CH:33]=[CH:34][C:35]3[NH:36][C:37]4[N:53]=[C:41]([NH:42][C:43]5[CH:44]=[CH:45][CH:46]=[C:47]([CH:52]=5)[CH2:48][CH2:49][C:50]=2[CH:51]=3)[N:40]=[CH:39][C:38]=4[Cl:54])=[O:30])[CH2:24][CH2:23]1)=[O:21])(C)(C)C.[CH3:55][C:56]1[O:60][N:59]=[C:58](C(Cl)=O)[CH:57]=1.